From a dataset of Catalyst prediction with 721,799 reactions and 888 catalyst types from USPTO. Predict which catalyst facilitates the given reaction. (1) Reactant: [NH2:1][C:2]1[C:3]([CH3:9])=[C:4]([OH:8])[CH:5]=[CH:6][CH:7]=1.[C:10](O[C:10]([O:12][C:13]([CH3:16])([CH3:15])[CH3:14])=[O:11])([O:12][C:13]([CH3:16])([CH3:15])[CH3:14])=[O:11]. Product: [OH:8][C:4]1[C:3]([CH3:9])=[C:2]([NH:1][C:10](=[O:11])[O:12][C:13]([CH3:16])([CH3:15])[CH3:14])[CH:7]=[CH:6][CH:5]=1. The catalyst class is: 4. (2) Reactant: [CH3:1][CH2:2][C@H:3]1[O:18][C:16](=[O:17])[C@H:15]([CH3:19])[C@@H:14]([O:20][C@@H:21]2[O:26][C@@H:25]([CH3:27])[C@H:24]([OH:28])[C@@:23]([O:30][CH3:31])([CH3:29])[CH2:22]2)[C@H:13]([CH3:32])[C@@H:12]([O:33][C@@H:34]2[O:39][C@H:38]([CH3:40])[CH2:37][C@H:36]([N:41]([CH3:43])[CH3:42])[C@H:35]2[OH:44])[C@@:11]([OH:46])([CH3:45])[CH2:10][C@@H:9]([CH3:47])[C:7](=[O:8])[C@H:6]([CH3:48])[C@@H:5]([OH:49])[C@@:4]1([OH:51])[CH3:50].[OH:52]O.O. Product: [CH3:1][CH2:2][C@H:3]1[O:18][C:16](=[O:17])[C@H:15]([CH3:19])[C@@H:14]([O:20][C@@H:21]2[O:26][C@@H:25]([CH3:27])[C@H:24]([OH:28])[C@@:23]([O:30][CH3:31])([CH3:29])[CH2:22]2)[C@H:13]([CH3:32])[C@@H:12]([O:33][C@@H:34]2[O:39][C@H:38]([CH3:40])[CH2:37][C@H:36]([N+:41]([O-:52])([CH3:42])[CH3:43])[C@H:35]2[OH:44])[C@@:11]([OH:46])([CH3:45])[CH2:10][C@@H:9]([CH3:47])[C:7](=[O:8])[C@H:6]([CH3:48])[C@@H:5]([OH:49])[C@@:4]1([OH:51])[CH3:50]. The catalyst class is: 5. (3) Product: [Br:22][C:23]1[CH:29]=[C:28]([F:30])[C:26]([NH:27][C:11](=[NH:12])[CH2:10][C:9]([C:6]2[CH:5]=[CH:4][C:3]([F:2])=[CH:8][CH:7]=2)=[O:21])=[C:25]([F:31])[CH:24]=1. Reactant: Cl.[F:2][C:3]1[CH:8]=[CH:7][C:6]([C:9](=[O:21])[CH2:10][C:11](SC2C=CC(Cl)=CC=2)=[NH:12])=[CH:5][CH:4]=1.[Br:22][C:23]1[CH:29]=[C:28]([F:30])[C:26]([NH2:27])=[C:25]([F:31])[CH:24]=1. The catalyst class is: 15. (4) Reactant: Cl.Cl.[NH2:3][CH:4]1[CH2:9][CH2:8][N:7]([C:10]2[C:20]([Cl:21])=[CH:19][C:13]([C:14]([O:16][CH2:17][CH3:18])=[O:15])=[CH:12][N:11]=2)[CH2:6][CH2:5]1.[C:22]1([S:28]([N:31]=[C:32]=[O:33])(=[O:30])=[O:29])[CH:27]=[CH:26][CH:25]=[CH:24][CH:23]=1.CC(O)=O. Product: [Cl:21][C:20]1[C:10]([N:7]2[CH2:6][CH2:5][CH:4]([NH:3][C:32]([NH:31][S:28]([C:22]3[CH:23]=[CH:24][CH:25]=[CH:26][CH:27]=3)(=[O:30])=[O:29])=[O:33])[CH2:9][CH2:8]2)=[N:11][CH:12]=[C:13]([CH:19]=1)[C:14]([O:16][CH2:17][CH3:18])=[O:15]. The catalyst class is: 2. (5) Reactant: [Br:1][C:2]1[CH:21]=[CH:20][CH:19]=[CH:18][C:3]=1[C:4]([N:6]1[CH2:11][CH2:10][N:9]([C:12](=[O:17])[CH2:13][C:14]([OH:16])=O)[CH2:8][CH2:7]1)=[O:5].CCN=C=NCCCN(C)C.C1C=CC2N(O)N=NC=2C=1.[N:43]1[CH:48]=[CH:47][CH:46]=[C:45]([C:49]2[CH:54]=[CH:53][C:52]([NH2:55])=[CH:51][CH:50]=2)[CH:44]=1. Product: [Br:1][C:2]1[CH:21]=[CH:20][CH:19]=[CH:18][C:3]=1[C:4]([N:6]1[CH2:7][CH2:8][N:9]([C:12](=[O:17])[CH2:13][C:14]([NH:55][C:52]2[CH:51]=[CH:50][C:49]([C:45]3[CH:44]=[N:43][CH:48]=[CH:47][CH:46]=3)=[CH:54][CH:53]=2)=[O:16])[CH2:10][CH2:11]1)=[O:5]. The catalyst class is: 792. (6) Reactant: [NH2:1][C:2]([C:6]1[CH:11]=[C:10]([Br:12])[CH:9]=[CH:8][C:7]=1[F:13])([CH3:5])[CH2:3][OH:4].[CH3:14][C:15]([O:18][C:19](O[C:19]([O:18][C:15]([CH3:17])([CH3:16])[CH3:14])=[O:20])=[O:20])([CH3:17])[CH3:16].C([O-])(O)=O.[Na+]. Product: [C:15]([O:18][C:19](=[O:20])[NH:1][C:2]([C:6]1[CH:11]=[C:10]([Br:12])[CH:9]=[CH:8][C:7]=1[F:13])([CH3:5])[CH2:3][OH:4])([CH3:17])([CH3:16])[CH3:14]. The catalyst class is: 38.